Dataset: Full USPTO retrosynthesis dataset with 1.9M reactions from patents (1976-2016). Task: Predict the reactants needed to synthesize the given product. (1) Given the product [CH:11]1([NH:14][C:15](=[O:41])[C:16]2[CH:21]=[CH:20][C:19]([CH3:22])=[C:18]([N:23]3[CH:28]=[CH:27][N:26]=[C:25]([NH:29][C:30]([CH3:32])([C:33]4[CH:38]=[CH:37][CH:36]=[CH:35][C:34]=4[O:39][CH2:8][CH2:9][NH:44][CH3:42])[CH3:31])[C:24]3=[O:40])[CH:17]=2)[CH2:13][CH2:12]1, predict the reactants needed to synthesize it. The reactants are: C(=O)([O-])[O-].[K+].[K+].Br[CH2:8][CH2:9]Cl.[CH:11]1([NH:14][C:15](=[O:41])[C:16]2[CH:21]=[CH:20][C:19]([CH3:22])=[C:18]([N:23]3[CH:28]=[CH:27][N:26]=[C:25]([NH:29][C:30]([C:33]4[CH:38]=[CH:37][CH:36]=[CH:35][C:34]=4[OH:39])([CH3:32])[CH3:31])[C:24]3=[O:40])[CH:17]=2)[CH2:13][CH2:12]1.[C:42](#[N:44])C. (2) The reactants are: [H-].[Al+3].[Li+].[H-].[H-].[H-].[CH2:7]([O:14][C:15]1[CH:20]=[CH:19][C:18]([CH:21]([N:28]([C:30]([O:32][C:33]([CH3:36])([CH3:35])[CH3:34])=[O:31])[CH3:29])[CH2:22][C:23](OCC)=[O:24])=[CH:17][CH:16]=1)[C:8]1[CH:13]=[CH:12][CH:11]=[CH:10][CH:9]=1.[OH-].[Na+].S([O-])([O-])(=O)=O.[Mg+2]. Given the product [CH2:7]([O:14][C:15]1[CH:20]=[CH:19][C:18]([CH:21]([N:28]([CH3:29])[C:30](=[O:31])[O:32][C:33]([CH3:34])([CH3:36])[CH3:35])[CH2:22][CH2:23][OH:24])=[CH:17][CH:16]=1)[C:8]1[CH:9]=[CH:10][CH:11]=[CH:12][CH:13]=1, predict the reactants needed to synthesize it. (3) The reactants are: CN.[CH3:3][C:4]([C:9]1[CH:13]=[C:12]([NH:14][C:15](=[O:28])[C:16]([CH3:27])([S:18]([CH:21]2[CH2:26][CH2:25][O:24][CH2:23][CH2:22]2)(=[O:20])=[O:19])[CH3:17])[O:11][N:10]=1)([CH3:8])[C:5](O)=[O:6].F[P-](F)(F)(F)(F)F.[N:36]1(OC(N(C)C)=[N+](C)C)[C:40]2N=CC=CC=2N=N1.C(N(CC)C(C)C)(C)C. Given the product [CH3:17][C:16]([S:18]([CH:21]1[CH2:22][CH2:23][O:24][CH2:25][CH2:26]1)(=[O:19])=[O:20])([CH3:27])[C:15]([NH:14][C:12]1[O:11][N:10]=[C:9]([C:4]([CH3:8])([C:5](=[O:6])[NH:36][CH3:40])[CH3:3])[CH:13]=1)=[O:28], predict the reactants needed to synthesize it. (4) Given the product [Br:17][CH2:18][CH2:19][CH2:20][NH:21][C:9](=[O:10])[O:11][C:12]([CH3:13])([CH3:14])[CH3:15], predict the reactants needed to synthesize it. The reactants are: [CH3:13][C:12]([O:11][C:9](O[C:9]([O:11][C:12]([CH3:15])([CH3:14])[CH3:13])=[O:10])=[O:10])([CH3:15])[CH3:14].Br.[Br:17][CH2:18][CH2:19][CH2:20][NH2:21].C(N(CC)CC)C. (5) Given the product [Cl:13][C:14]1[CH:19]=[CH:18][C:17]([N:20]2[C:24]([CH:25]([CH:37]3[CH2:38][CH2:39][CH2:40][CH2:41][CH2:42]3)[CH2:26][O:27][C:28]3[CH:35]=[CH:34][C:31]([C:32]4[N:1]=[N:2][NH:3][N:33]=4)=[CH:30][C:29]=3[F:36])=[C:23]3[CH2:43][CH2:44][CH2:45][C:22]3=[N:21]2)=[CH:16][CH:15]=1, predict the reactants needed to synthesize it. The reactants are: [N-:1]=[N+:2]=[N-:3].[Na+].Cl.C(N(CC)CC)C.[Cl:13][C:14]1[CH:19]=[CH:18][C:17]([N:20]2[C:24]([CH:25]([CH:37]3[CH2:42][CH2:41][CH2:40][CH2:39][CH2:38]3)[CH2:26][O:27][C:28]3[CH:35]=[CH:34][C:31]([C:32]#[N:33])=[CH:30][C:29]=3[F:36])=[C:23]3[CH2:43][CH2:44][CH2:45][C:22]3=[N:21]2)=[CH:16][CH:15]=1. (6) The reactants are: [C:1]([C:3]1[CH:4]=[CH:5][C:6]([O:24][CH3:25])=[C:7]([S:9]([NH:12][CH2:13][CH2:14][C:15]2[CH:20]=[CH:19][C:18]([CH:21]([CH3:23])[CH3:22])=[CH:17][CH:16]=2)(=[O:11])=[O:10])[CH:8]=1)#[N:2].C(=O)([O-])[O-].[K+].[K+].Br[CH2:33][C:34]([O:36][CH2:37][CH3:38])=[O:35].O. Given the product [C:1]([C:3]1[CH:4]=[CH:5][C:6]([O:24][CH3:25])=[C:7]([S:9]([N:12]([CH2:33][C:34]([O:36][CH2:37][CH3:38])=[O:35])[CH2:13][CH2:14][C:15]2[CH:16]=[CH:17][C:18]([CH:21]([CH3:23])[CH3:22])=[CH:19][CH:20]=2)(=[O:11])=[O:10])[CH:8]=1)#[N:2], predict the reactants needed to synthesize it. (7) Given the product [C:1]1([O:11][CH2:12][CH2:13][CH2:14][C:15]2[C:23]3[C:18](=[C:19]([C:24]4[C:25]([CH3:31])=[N:26][N:27]([CH3:30])[C:28]=4[CH3:29])[CH:20]=[CH:21][CH:22]=3)[N:17]([CH2:39][C:40]3[CH:41]=[N:42][CH:43]=[CH:44][CH:45]=3)[C:16]=2[C:32]([OH:34])=[O:33])[C:10]2[C:5](=[CH:6][CH:7]=[CH:8][CH:9]=2)[CH:4]=[CH:3][CH:2]=1, predict the reactants needed to synthesize it. The reactants are: [C:1]1([O:11][CH2:12][CH2:13][CH2:14][C:15]2[C:23]3[C:18](=[C:19]([C:24]4[C:25]([CH3:31])=[N:26][N:27]([CH3:30])[C:28]=4[CH3:29])[CH:20]=[CH:21][CH:22]=3)[NH:17][C:16]=2[C:32]([O:34]CC)=[O:33])[C:10]2[C:5](=[CH:6][CH:7]=[CH:8][CH:9]=2)[CH:4]=[CH:3][CH:2]=1.Br.Br[CH2:39][C:40]1[CH:41]=[N:42][CH:43]=[CH:44][CH:45]=1.C(=O)([O-])[O-].[Cs+].[Cs+]. (8) Given the product [CH3:24][S:23][C:21]1[S:22][C:16]2[C:17]([N:20]=1)=[N:18][CH:19]=[CH:14][CH:15]=2, predict the reactants needed to synthesize it. The reactants are: [H-].[Na+].N1C2C=CC=NC=2NC=1.ClC[C:14]1[CH:15]=[C:16]2[S:22][C:21]([S:23][CH3:24])=[N:20][C:17]2=[N:18][CH:19]=1.